From a dataset of Full USPTO retrosynthesis dataset with 1.9M reactions from patents (1976-2016). Predict the reactants needed to synthesize the given product. (1) Given the product [N+:10]([C:13]1[CH:14]=[C:15]([S:19]([NH:1][CH2:2][CH2:3][C:4]2[CH:9]=[CH:8][N:7]=[CH:6][CH:5]=2)(=[O:21])=[O:20])[CH:16]=[CH:17][CH:18]=1)([O-:12])=[O:11], predict the reactants needed to synthesize it. The reactants are: [NH2:1][CH2:2][CH2:3][C:4]1[CH:9]=[CH:8][N:7]=[CH:6][CH:5]=1.[N+:10]([C:13]1[CH:14]=[C:15]([S:19](Cl)(=[O:21])=[O:20])[CH:16]=[CH:17][CH:18]=1)([O-:12])=[O:11].C(N(CC)CC)C.O. (2) Given the product [ClH:76].[CH2:1]([N:5]1[C:13]2[C:8](=[CH:9][CH:10]=[C:11]([C:14]([NH:51][C@@H:52]([CH2:66][C:67]3[CH:68]=[C:69]([F:74])[CH:70]=[C:71]([F:73])[CH:72]=3)[C@H:53]([OH:65])[CH2:54][NH:55][CH2:56][C:57]3[CH:62]=[CH:61][CH:60]=[C:59]([CH2:63][CH3:64])[CH:58]=3)=[O:16])[CH:12]=2)[CH2:7][CH2:6]1)[CH2:2][CH2:3][CH3:4], predict the reactants needed to synthesize it. The reactants are: [CH2:1]([N:5]1[C:13]2[C:8](=[CH:9][CH:10]=[C:11]([C:14]([OH:16])=O)[CH:12]=2)[CH2:7][CH2:6]1)[CH2:2][CH2:3][CH3:4].C1C=CC2N(O)N=NC=2C=1.CN(C(ON1N=NC2C=CC=NC1=2)=[N+](C)C)C.F[P-](F)(F)(F)(F)F.[NH2:51][C@@H:52]([CH2:66][C:67]1[CH:72]=[C:71]([F:73])[CH:70]=[C:69]([F:74])[CH:68]=1)[C@H:53]([OH:65])[CH2:54][NH:55][CH2:56][C:57]1[CH:62]=[CH:61][CH:60]=[C:59]([CH2:63][CH3:64])[CH:58]=1.C(Cl)[Cl:76]. (3) The reactants are: C([O:3][C:4]([C:6]1[S:10][C:9]([C:11]2[CH:12]=[CH:13][C:14]3[O:18][CH2:17][CH2:16][C:15]=3[CH:19]=2)=[N:8][C:7]=1[NH:20][C:21]1[CH:26]=[CH:25][CH:24]=[CH:23][C:22]=1[Cl:27])=[O:5])C.[OH-].[Na+].C1COCC1.Cl. Given the product [Cl:27][C:22]1[CH:23]=[CH:24][CH:25]=[CH:26][C:21]=1[NH:20][C:7]1[N:8]=[C:9]([C:11]2[CH:12]=[CH:13][C:14]3[O:18][CH2:17][CH2:16][C:15]=3[CH:19]=2)[S:10][C:6]=1[C:4]([OH:5])=[O:3], predict the reactants needed to synthesize it. (4) Given the product [N:1]1([CH2:7][CH2:8][CH2:9][O:10][C:11]2[CH:12]=[CH:13][C:14]([C:17]3([CH2:23][NH:24][C:25](=[O:27])[CH3:26])[CH2:22][CH2:21][O:20][CH2:19][CH2:18]3)=[CH:15][CH:16]=2)[CH2:6][CH2:5][S:4][CH2:3][CH2:2]1, predict the reactants needed to synthesize it. The reactants are: [N:1]1([CH2:7][CH2:8][CH2:9][O:10][C:11]2[CH:16]=[CH:15][C:14]([C:17]3([CH2:23][NH2:24])[CH2:22][CH2:21][O:20][CH2:19][CH2:18]3)=[CH:13][CH:12]=2)[CH2:6][CH2:5][S:4][CH2:3][CH2:2]1.[C:25](OC(=O)C)(=[O:27])[CH3:26]. (5) Given the product [CH3:2][S:3]([O:6][C:7]1[CH:12]=[CH:11][CH:10]=[CH:9][C:8]=1[CH:13]1[O:17][N:16]=[C:15]([C:18]2[N:19]=[C:20]([CH:23]3[CH2:28][CH2:27][N:26]([C:32](=[O:33])[CH2:31][N:30]([CH3:35])[CH3:29])[CH2:25][CH2:24]3)[S:21][CH:22]=2)[CH2:14]1)(=[O:4])=[O:5], predict the reactants needed to synthesize it. The reactants are: [Cl-].[CH3:2][S:3]([O:6][C:7]1[CH:12]=[CH:11][CH:10]=[CH:9][C:8]=1[CH:13]1[O:17][N:16]=[C:15]([C:18]2[N:19]=[C:20]([CH:23]3[CH2:28][CH2:27][NH2+:26][CH2:25][CH2:24]3)[S:21][CH:22]=2)[CH2:14]1)(=[O:5])=[O:4].[CH3:29][N:30]([CH3:35])[CH2:31][C:32](O)=[O:33].C(N(C(C)C)CC)(C)C.F[B-](F)(F)F.N1(OC(N(C)C)=[N+](C)C)C2C=CC=CC=2N=N1. (6) Given the product [C:16]1([C:14]2[C:7]([CH2:8][C:9]([NH2:11])=[O:10])=[C:2]3[N:1]([CH:13]=2)[CH:6]=[CH:5][CH:4]=[CH:3]3)[CH:21]=[CH:20][CH:19]=[CH:18][CH:17]=1, predict the reactants needed to synthesize it. The reactants are: [N:1]1[CH:6]=[CH:5][CH:4]=[CH:3][C:2]=1[CH2:7][CH2:8][C:9]([NH2:11])=[O:10].Br[CH2:13][C:14]([C:16]1[CH:21]=[CH:20][CH:19]=[CH:18][CH:17]=1)=O.